Dataset: Experimentally validated miRNA-target interactions with 360,000+ pairs, plus equal number of negative samples. Task: Binary Classification. Given a miRNA mature sequence and a target amino acid sequence, predict their likelihood of interaction. (1) The miRNA is hsa-miR-4680-5p with sequence AGAACUCUUGCAGUCUUAGAUGU. The protein sequence of the target gene is MELDHMTTGGLHAYPAPRGGPAAKPNVILQIGKCRAEMLEHVRRTHRHLLTEVSKQVERELKGLHRSVGKLENNLDGYVPTGDSQRWKKSIKACLCRCQETIANLERWVKREMHVWREVFYRLERWADRLESMGGKYPVGSEPARHTVSVGVGGPEPYCQEADGYDYTVSPYAITPPPAAGELPEQESVGAQQYQSWVPGEDGQPSPGVDTQIFEDPREFLSHLEEYLRQVGGSEEYWLSQIQNHMNGPAKKWWEFKQGSVKNWVEFKKEFLQYSEGTLSREAIQRELDLPQKQGEPLDQ.... Result: 0 (no interaction). (2) The miRNA is hsa-miR-7109-5p with sequence CUGGGGGGAGGAGACCCUGCU. The protein sequence of the target gene is MSSKRTKTKTKKRPQRATSNVFAMFDQSQIQEFKEAFNMIDQNRDGFIDKEDLHDMLASLGKNPTDEYLDAMMNEAPGPINFTMFLTMFGEKLNGTDPEDVIRNAFACFDEEATGTIQEDYLRELLTTMGDRFTDEEVDELYREAPIDKKGNFNYIEFTRILKHGAKDKDD. Result: 1 (interaction).